The task is: Predict the reactants needed to synthesize the given product.. This data is from Full USPTO retrosynthesis dataset with 1.9M reactions from patents (1976-2016). (1) Given the product [Br:8][C:18]1[CH:17]=[CH:16][C:15]([O:20][CH2:21][CH:22]([CH2:27][CH3:28])[CH2:23][CH2:24][CH2:25][CH3:26])=[C:14]([O:13][CH2:12][CH:11]([CH2:9][CH3:10])[CH2:29][CH2:30][CH2:31][CH3:32])[CH:19]=1, predict the reactants needed to synthesize it. The reactants are: C1C(=O)N([Br:8])C(=O)C1.[CH2:9]([CH:11]([CH2:29][CH2:30][CH2:31][CH3:32])[CH2:12][O:13][C:14]1[CH:19]=[CH:18][CH:17]=[CH:16][C:15]=1[O:20][CH2:21][CH:22]([CH2:27][CH3:28])[CH2:23][CH2:24][CH2:25][CH3:26])[CH3:10].CN(C=O)C. (2) The reactants are: P([O-])([O-])([O-])=O.[K+].[K+].[K+].Br[C:10]1[CH:20]=[CH:19][C:13]([C:14]([O:16][CH2:17][CH3:18])=[O:15])=[CH:12][CH:11]=1.[CH3:21][C:22]1[CH:27]=[CH:26][CH:25]=[C:24]([CH3:28])[C:23]=1[OH:29].C(P(C(C)(C)C)C1C=CC=CC=1C1C(C(C)C)=CC(C(C)C)=CC=1C(C)C)(C)(C)C. Given the product [CH3:21][C:22]1[CH:27]=[CH:26][CH:25]=[C:24]([CH3:28])[C:23]=1[O:29][C:10]1[CH:20]=[CH:19][C:13]([C:14]([O:16][CH2:17][CH3:18])=[O:15])=[CH:12][CH:11]=1, predict the reactants needed to synthesize it. (3) Given the product [C:1]([O:5][C:6]([NH:8][CH:9]1[CH2:10][CH2:11][N:12]([CH2:22][C:23]([O:25][CH3:26])=[O:24])[CH2:13][CH2:14]1)=[O:7])([CH3:4])([CH3:2])[CH3:3], predict the reactants needed to synthesize it. The reactants are: [C:1]([O:5][C:6]([NH:8][CH:9]1[CH2:14][CH2:13][NH:12][CH2:11][CH2:10]1)=[O:7])([CH3:4])([CH3:3])[CH3:2].C(=O)([O-])[O-].[K+].[K+].Br[CH2:22][C:23]([O:25][CH3:26])=[O:24].O. (4) Given the product [C:1]([O:5][C:6](=[O:28])[NH:7][CH:8]([C:10]1[CH:15]=[CH:14][C:13]([C:16](=[O:24])[NH:17][C:18]2[CH:23]=[CH:22][N:21]=[CH:20][CH:19]=2)=[CH:12][C:11]=1[NH2:25])[CH3:9])([CH3:2])([CH3:3])[CH3:4], predict the reactants needed to synthesize it. The reactants are: [C:1]([O:5][C:6](=[O:28])[NH:7][CH:8]([C:10]1[CH:15]=[CH:14][C:13]([C:16](=[O:24])[NH:17][C:18]2[CH:23]=[CH:22][N:21]=[CH:20][CH:19]=2)=[CH:12][C:11]=1[N+:25]([O-])=O)[CH3:9])([CH3:4])([CH3:3])[CH3:2].[H][H]. (5) Given the product [S:1]1[C:5]2[CH:6]=[CH:7][CH:8]=[CH:9][C:4]=2[C:3]([N:10]2[CH2:15][CH2:14][N:13]([CH2:16][CH2:17][C:18]3[CH:19]=[CH:20][C:21]([CH3:30])=[C:22]4[C:27]=3[N:26]([C:31](=[O:33])[CH3:32])[CH2:25][CH2:24][C:23]4([CH3:28])[CH3:29])[CH2:12][CH2:11]2)=[N:2]1, predict the reactants needed to synthesize it. The reactants are: [S:1]1[C:5]2[CH:6]=[CH:7][CH:8]=[CH:9][C:4]=2[C:3]([N:10]2[CH2:15][CH2:14][N:13]([CH2:16][CH2:17][C:18]3[CH:19]=[CH:20][C:21]([CH3:30])=[C:22]4[C:27]=3[NH:26][CH2:25][CH2:24][C:23]4([CH3:29])[CH3:28])[CH2:12][CH2:11]2)=[N:2]1.[C:31](Cl)(=[O:33])[CH3:32].Cl. (6) Given the product [Cl-:29].[C:21]([CH2:20][CH2:19][CH2:18][CH2:17][CH2:16][N:9]1[C:8](=[O:24])[C:7]2[C:6]3[C:11](=[CH:12][CH:13]=[CH:14][C:5]=3[C:4]3[CH2:1][N+:2]([CH3:26])([CH3:3])[CH2:26][N:2]([CH3:1])[C:3]=3[CH:25]=2)[C:10]1=[O:15])([OH:23])=[O:22], predict the reactants needed to synthesize it. The reactants are: [CH3:1][N:2]([CH3:26])[C:3]1[CH:4]=[C:5]2[CH:14]=[CH:13][CH:12]=[C:11]3[C:6]2=[C:7]([CH:25]=1)[C:8](=[O:24])[N:9]([CH2:16][CH2:17][CH2:18][CH2:19][CH2:20][C:21]([OH:23])=[O:22])[C:10]3=[O:15].O=P(Cl)(Cl)[Cl:29]. (7) Given the product [C:15]([C:7]1[C:8]([C:11]([F:12])([F:14])[F:13])=[C:9]2[C:4](=[CH:5][CH:6]=1)[N:3]([CH2:24][C:19](=[CH2:18])[C:20]([O:22][CH3:23])=[O:21])[C:2]([CH3:1])=[CH:10]2)#[N:16], predict the reactants needed to synthesize it. The reactants are: [CH3:1][C:2]1[NH:3][C:4]2[C:9]([CH:10]=1)=[C:8]([C:11]([F:14])([F:13])[F:12])[C:7]([C:15]#[N:16])=[CH:6][CH:5]=2.Br[CH2:18][C:19](=[CH2:24])[C:20]([O:22][CH3:23])=[O:21]. (8) The reactants are: [F:1][C:2]1[CH:3]=[CH:4][C:5]2[C:11](=[O:12])[N:10]3[CH2:13][C@H:14]([C:17]([O-:19])=[O:18])[CH2:15][CH2:16][C@H:9]3[CH2:8][C:7]([F:21])([F:20])[C:6]=2[CH:22]=1.[Na+].C(Cl)CCl.C1C=NC2N(O)N=NC=2C=1.[F:38][C:39]1[CH:40]=[CH:41][C:42]([C:45](=[N:47]O)[NH2:46])=[N:43][CH:44]=1. Given the product [F:38][C:39]1[CH:40]=[CH:41][C:42]([C:45](=[N:46][O:18][C:17]([C@H:14]2[CH2:13][N:10]3[C:11](=[O:12])[C:5]4[CH:4]=[CH:3][C:2]([F:1])=[CH:22][C:6]=4[C:7]([F:21])([F:20])[CH2:8][C@@H:9]3[CH2:16][CH2:15]2)=[O:19])[NH2:47])=[N:43][CH:44]=1, predict the reactants needed to synthesize it. (9) Given the product [C:1]1([C:7]([O:9][CH2:10][C@@H:11]2[C@@H:17]([CH2:18][O:19][CH2:20][C:21]3[CH:26]=[CH:25][CH:24]=[CH:23][CH:22]=3)[O:16][CH2:13][CH2:12]2)=[O:8])[CH:2]=[CH:3][CH:4]=[CH:5][CH:6]=1, predict the reactants needed to synthesize it. The reactants are: [C:1]1([C:7]([O:9][CH2:10][C@@H:11]2[C@@H:17]([CH2:18][O:19][CH2:20][C:21]3[CH:26]=[CH:25][CH:24]=[CH:23][CH:22]=3)[O:16][CH:13](OC)[CH2:12]2)=[O:8])[CH:6]=[CH:5][CH:4]=[CH:3][CH:2]=1.[SiH](CC)(CC)CC.B(F)(F)F.C([O-])([O-])=O.[K+].[K+]. (10) Given the product [OH:17][C:4]1[C:5]([CH3:6])=[CH:8][C:9]([N:11]2[CH2:15][CH2:14][CH2:13][C:12]2=[O:16])=[CH:10][C:3]=1[O:2][CH3:1], predict the reactants needed to synthesize it. The reactants are: [CH3:1][O:2][C:3]1[C:4]([O:17]COC)=[C:5]([CH:8]=[C:9]([N:11]2[CH2:15][CH2:14][CH2:13][C:12]2=[O:16])[CH:10]=1)[CH:6]=O.FC(F)(F)C(O)=O.C([SiH](CC)CC)C.